Dataset: Forward reaction prediction with 1.9M reactions from USPTO patents (1976-2016). Task: Predict the product of the given reaction. (1) Given the reactants [CH2:1]([C@@H:8]1[C@@H:17]([OH:18])[C:16]2[C:11](=[CH:12][C:13](Br)=[CH:14][CH:15]=2)[O:10][CH2:9]1)[C:2]1[CH:7]=[CH:6][CH:5]=[CH:4][CH:3]=1.[C:20](=O)([O-])[O-].[Na+].[Na+].O.C[CH2:28][CH2:29][O:30][C:31]([C:33]1[CH:38]=[CH:37][C:36]([C:39]([F:42])([F:41])[F:40])=[CH:35][C:34]=1B(O)O)=[O:32], predict the reaction product. The product is: [CH:29]([O:30][C:31](=[O:32])[C:33]1[CH:34]=[CH:35][C:36]([C:39]([F:40])([F:41])[F:42])=[CH:37][C:38]=1[C:13]1[CH:12]=[C:11]2[C:16]([C@H:17]([OH:18])[C@@H:8]([CH2:1][C:2]3[CH:7]=[CH:6][CH:5]=[CH:4][CH:3]=3)[CH2:9][O:10]2)=[CH:15][CH:14]=1)([CH3:28])[CH3:20]. (2) Given the reactants [C:1]([O:5][C:6]([N:8]1[CH2:12][C@@H:11]([CH2:13][C@H:14]([O:18][C:19]2[CH:24]=[CH:23][C:22]([O:25][CH3:26])=[C:21]([O:27][CH2:28][CH2:29][CH2:30][O:31][CH3:32])[CH:20]=2)[CH:15]([CH3:17])[CH3:16])[C@H:10]([CH:33]=O)[CH2:9]1)=[O:7])([CH3:4])([CH3:3])[CH3:2].C(O)(=O)C.[CH:39]1([NH2:42])[CH2:41][CH2:40]1.[BH4-].[Na+], predict the reaction product. The product is: [C:1]([O:5][C:6]([N:8]1[CH2:12][C@@H:11]([CH2:13][C@H:14]([O:18][C:19]2[CH:24]=[CH:23][C:22]([O:25][CH3:26])=[C:21]([O:27][CH2:28][CH2:29][CH2:30][O:31][CH3:32])[CH:20]=2)[CH:15]([CH3:17])[CH3:16])[C@H:10]([CH2:33][NH:42][CH:39]2[CH2:41][CH2:40]2)[CH2:9]1)=[O:7])([CH3:3])([CH3:4])[CH3:2]. (3) Given the reactants [CH2:1]([C:8]1[CH:13]=[CH:12][C:11](Br)=[CH:10][CH:9]=1)[C:2]1[CH:7]=[CH:6][CH:5]=[CH:4][CH:3]=1.C1(CC2C=C(C=CC=2)[CH:25]=[O:26])C=CC=CC=1.[Li]CCCC.CN(C=O)C, predict the reaction product. The product is: [C:2]1([CH2:1][C:8]2[CH:13]=[CH:12][C:11]([CH:25]=[O:26])=[CH:10][CH:9]=2)[CH:7]=[CH:6][CH:5]=[CH:4][CH:3]=1. (4) Given the reactants [C:1]([O:31]CCCCCCCC)(=[O:30])[C:2]1[C:3](=[CH:15][C:16](=[CH:28][CH:29]=1)[C:17]([O:19]CCCCCCCC)=[O:18])[C:4]([O:6]CCCCCCCC)=[O:5], predict the reaction product. The product is: [C:1]([OH:31])(=[O:30])[C:2]1[C:3](=[CH:15][C:16](=[CH:28][CH:29]=1)[C:17]([OH:19])=[O:18])[C:4]([OH:6])=[O:5].